From a dataset of Forward reaction prediction with 1.9M reactions from USPTO patents (1976-2016). Predict the product of the given reaction. (1) Given the reactants [C:1]([O:5][C:6]([N:8]1[CH2:13][CH2:12][CH:11]([C:14]([OH:16])=O)[CH2:10][CH2:9]1)=[O:7])([CH3:4])([CH3:3])[CH3:2].[CH:17]1([NH2:20])[CH2:19][CH2:18]1.CN(C(ON1N=NC2C=CC=NC1=2)=[N+](C)C)C.F[P-](F)(F)(F)(F)F, predict the reaction product. The product is: [CH:17]1([NH:20][C:14]([CH:11]2[CH2:10][CH2:9][N:8]([C:6]([O:5][C:1]([CH3:2])([CH3:3])[CH3:4])=[O:7])[CH2:13][CH2:12]2)=[O:16])[CH2:19][CH2:18]1. (2) Given the reactants Cl.C([O:4][C:5](=[O:33])[CH:6]([NH:23][C:24]1[CH:29]=[CH:28][C:27]([C:30](=[NH:32])[NH2:31])=[CH:26][CH:25]=1)[C:7]1[CH:12]=[C:11]([O:13][CH2:14][CH3:15])[CH:10]=[C:9]([O:16][C@@H:17]2[CH2:21][CH2:20][O:19][CH2:18]2)[C:8]=1[F:22])C, predict the reaction product. The product is: [C:30]([C:27]1[CH:28]=[CH:29][C:24]([NH:23][CH:6]([C:7]2[CH:12]=[C:11]([O:13][CH2:14][CH3:15])[CH:10]=[C:9]([O:16][C@@H:17]3[CH2:21][CH2:20][O:19][CH2:18]3)[C:8]=2[F:22])[C:5]([OH:33])=[O:4])=[CH:25][CH:26]=1)(=[NH:31])[NH2:32]. (3) Given the reactants CCN(CC)CC.[O:8]1[C:13]2[CH:14]=[CH:15][CH:16]=[CH:17][C:12]=2[NH:11][C:10](=[O:18])[CH2:9]1.[CH:19]([C:21]1[CH:30]=[CH:29][C:24]([C:25]([O:27][CH3:28])=[O:26])=[CH:23][CH:22]=1)=O, predict the reaction product. The product is: [O:18]=[C:10]1[NH:11][C:12]2[CH:17]=[CH:16][CH:15]=[CH:14][C:13]=2[O:8][CH:9]1[CH2:19][C:21]1[CH:30]=[CH:29][C:24]([C:25]([O:27][CH3:28])=[O:26])=[CH:23][CH:22]=1. (4) Given the reactants [CH3:1][N:2]([CH3:18])[S:3]([N:6]1[CH:10]=[CH:9][N:8]=[C:7]1[Si:11]([C:14]([CH3:17])([CH3:16])[CH3:15])([CH3:13])[CH3:12])(=[O:5])=[O:4].C1C[O:22][CH2:21]C1.C([Li])(CC)C.CCCCCC, predict the reaction product. The product is: [CH3:1][N:2]([CH3:18])[S:3]([N:6]1[C:10]([CH:21]=[O:22])=[CH:9][N:8]=[C:7]1[Si:11]([C:14]([CH3:15])([CH3:17])[CH3:16])([CH3:13])[CH3:12])(=[O:4])=[O:5]. (5) The product is: [Br:1][C:2]1[CH:7]=[CH:6][C:5]([N:8]2[C:16]([C:17]([NH:27][CH3:26])=[O:18])=[C:15]3[C:10]([CH:11]=[C:12]([N+:23]([O-:25])=[O:24])[C:13]([CH:20]4[CH2:22][CH2:21]4)=[CH:14]3)=[N:9]2)=[CH:4][CH:3]=1. Given the reactants [Br:1][C:2]1[CH:7]=[CH:6][C:5]([N:8]2[C:16]([C:17](O)=[O:18])=[C:15]3[C:10]([CH:11]=[C:12]([N+:23]([O-:25])=[O:24])[C:13]([CH:20]4[CH2:22][CH2:21]4)=[CH:14]3)=[N:9]2)=[CH:4][CH:3]=1.[CH3:26][NH2:27].O=P(Cl)(Cl)Cl, predict the reaction product. (6) Given the reactants [CH3:1][C:2]([C:4]1[CH:9]=[CH:8][C:7]([F:10])=[CH:6][C:5]=1[F:11])=[O:3].[O:12]1CCOCC1.O, predict the reaction product. The product is: [F:11][C:5]1[CH:6]=[C:7]([F:10])[CH:8]=[CH:9][C:4]=1[C:2](=[O:3])[CH:1]=[O:12]. (7) Given the reactants [S:1]1[CH:5]=[CH:4][C:3]2[C:6]([N:10]3[CH2:15][CH2:14][N:13]([CH2:16][CH2:17][O:18][CH2:19][CH2:20][O:21][C:22]4[CH:31]=[C:30]5[C:25]([CH2:26][CH2:27][C:28](=[O:32])[NH:29]5)=[CH:24][CH:23]=4)[CH2:12][CH2:11]3)=[CH:7][CH:8]=[CH:9][C:2]1=2.[Cl:33]CCOCCOC1C=C2C(CCC(=O)N2)=CC=1.C(O)C.[ClH:54], predict the reaction product. The product is: [ClH:33].[ClH:54].[S:1]1[CH:5]=[CH:4][C:3]2[C:6]([N:10]3[CH2:11][CH2:12][N:13]([CH2:16][CH2:17][O:18][CH2:19][CH2:20][O:21][C:22]4[CH:31]=[C:30]5[C:25]([CH2:26][CH2:27][C:28](=[O:32])[NH:29]5)=[CH:24][CH:23]=4)[CH2:14][CH2:15]3)=[CH:7][CH:8]=[CH:9][C:2]1=2.